From a dataset of Forward reaction prediction with 1.9M reactions from USPTO patents (1976-2016). Predict the product of the given reaction. (1) The product is: [C:1]([O:5][C:6](=[O:41])[CH2:7][CH2:8][CH2:9][CH2:10][CH2:11][CH2:12][CH2:13][CH2:14][CH2:15][CH2:16][CH2:17][CH2:18][CH2:19][CH2:20][CH2:21][CH2:22][NH:23][C:24](=[O:40])[CH2:25][CH2:26][N:27]([C:33]([O:35][C:36]([CH3:39])([CH3:38])[CH3:37])=[O:34])[CH2:28][CH2:29][C:30]([O:32][N:64]1[C:69](=[O:70])[CH2:68][CH2:67][C:65]1=[O:66])=[O:31])([CH3:4])([CH3:2])[CH3:3]. Given the reactants [C:1]([O:5][C:6](=[O:41])[CH2:7][CH2:8][CH2:9][CH2:10][CH2:11][CH2:12][CH2:13][CH2:14][CH2:15][CH2:16][CH2:17][CH2:18][CH2:19][CH2:20][CH2:21][CH2:22][NH:23][C:24](=[O:40])[CH2:25][CH2:26][N:27]([C:33]([O:35][C:36]([CH3:39])([CH3:38])[CH3:37])=[O:34])[CH2:28][CH2:29][C:30]([OH:32])=[O:31])([CH3:4])([CH3:3])[CH3:2].CCN(C(C)C)C(C)C.[B-](F)(F)(F)F.CN(C(O[N:64]1[C:69](=[O:70])[CH2:68][CH2:67][C:65]1=[O:66])=[N+](C)C)C, predict the reaction product. (2) Given the reactants [CH3:1][C:2]([O:5][C:6]([N:8]1[CH2:12][C@@H:11]([CH:13]2[CH2:18][CH2:17][N:16]([S:19]([CH3:22])(=[O:21])=[O:20])[CH2:15][CH2:14]2)[CH2:10][C@H:9]1[C:23]([O:25]C)=[O:24])=[O:7])([CH3:4])[CH3:3].[OH-].[Li+], predict the reaction product. The product is: [CH3:4][C:2]([O:5][C:6]([N:8]1[CH2:12][C@@H:11]([CH:13]2[CH2:18][CH2:17][N:16]([S:19]([CH3:22])(=[O:20])=[O:21])[CH2:15][CH2:14]2)[CH2:10][C@H:9]1[C:23]([OH:25])=[O:24])=[O:7])([CH3:1])[CH3:3]. (3) Given the reactants [OH-].[Li+].C([O:5][C:6]([C:8]1[C:17](=[O:18])[C:16]2[C:11](=[N:12][C:13]([CH3:19])=[CH:14][CH:15]=2)[N:10]([CH2:20][C:21]2[CH:26]=[CH:25][CH:24]=[C:23]([Br:27])[N:22]=2)[CH:9]=1)=[O:7])C.O.Cl, predict the reaction product. The product is: [Br:27][C:23]1[N:22]=[C:21]([CH2:20][N:10]2[C:11]3[C:16](=[CH:15][CH:14]=[C:13]([CH3:19])[N:12]=3)[C:17](=[O:18])[C:8]([C:6]([OH:7])=[O:5])=[CH:9]2)[CH:26]=[CH:25][CH:24]=1. (4) The product is: [CH3:12][O:11][C:10]1[CH:9]=[CH:8][CH:7]=[C:4]([CH:5]=[CH:16][N+:13]([O-:15])=[O:14])[C:3]=1[O:2][CH3:1]. Given the reactants [CH3:1][O:2][C:3]1[C:10]([O:11][CH3:12])=[CH:9][CH:8]=[CH:7][C:4]=1[CH:5]=O.[N+:13]([CH3:16])([O-:15])=[O:14], predict the reaction product. (5) Given the reactants C(N(CC)C(C)C)(C)C.[Cl:10][C:11]1[N:12]=[CH:13][C:14]([C:17]([OH:19])=O)=[N:15][CH:16]=1.Cl.[CH:21]1([C@H:24]([NH2:29])[C:25]([F:28])([F:27])[F:26])[CH2:23][CH2:22]1.C([O-])(O)=O.[Na+], predict the reaction product. The product is: [Cl:10][C:11]1[N:12]=[CH:13][C:14]([C:17]([NH:29][C@@H:24]([CH:21]2[CH2:23][CH2:22]2)[C:25]([F:28])([F:27])[F:26])=[O:19])=[N:15][CH:16]=1.